Dataset: Full USPTO retrosynthesis dataset with 1.9M reactions from patents (1976-2016). Task: Predict the reactants needed to synthesize the given product. (1) Given the product [C:10]([O:9][C:8]([NH:7][C:4]1[CH:3]=[CH:2][N:1]2[N:15]=[CH:37][C:36]([C:35]([O:39][CH2:40][CH3:41])=[O:38])=[C:6]2[CH:5]=1)=[O:14])([CH3:11])([CH3:13])[CH3:12], predict the reactants needed to synthesize it. The reactants are: [N:1]1[CH:6]=[CH:5][C:4]([NH:7][C:8](=[O:14])[O:9][C:10]([CH3:13])([CH3:12])[CH3:11])=[CH:3][CH:2]=1.[N+:15](C1C=C([N+]([O-])=O)C=CC=1ON)([O-])=O.C([O-])([O-])=O.[K+].[K+].[C:35]([O:39][CH2:40][CH3:41])(=[O:38])[C:36]#[CH:37]. (2) Given the product [CH3:1][C:2]1[C:7]([CH3:8])=[CH:6][CH:5]=[CH:4][C:3]=1[C:9]1[N:13]([CH2:15][C:16]2[CH:21]=[CH:20][CH:19]=[CH:18][C:17]=2[C:22]([F:23])([F:24])[F:25])[N:12]=[N:11][N:10]=1, predict the reactants needed to synthesize it. The reactants are: [CH3:1][C:2]1[C:7]([CH3:8])=[CH:6][CH:5]=[CH:4][C:3]=1[C:9]1[NH:13][N:12]=[N:11][N:10]=1.Br[CH2:15][C:16]1[CH:21]=[CH:20][CH:19]=[CH:18][C:17]=1[C:22]([F:25])([F:24])[F:23].BrCC1C=CC=CC=1C. (3) Given the product [Cl:12][C:13]1[N:14]=[CH:15][N:16]=[C:17]([NH:22][C:6]2[CH:7]=[C:2]([CH3:1])[N:3]=[C:4]([CH3:9])[CH:5]=2)[CH:18]=1, predict the reactants needed to synthesize it. The reactants are: [CH3:1][C:2]1[CH:7]=[C:6](O)[CH:5]=[C:4]([CH3:9])[N:3]=1.[H-].[Na+].[Cl:12][C:13]1[CH:18]=[C:17](Cl)[N:16]=[CH:15][N:14]=1.Cl.C[N:22](C=O)C. (4) Given the product [CH2:9]([C:10]([OH:14])([C:11]([OH:13])=[O:12])[CH2:16][C:17](=[O:18])[C:19]([OH:21])=[O:20])[C:3]1[CH:8]=[CH:7][CH:6]=[CH:5][CH:4]=1, predict the reactants needed to synthesize it. The reactants are: [OH-].[K+].[C:3]1([CH2:9][C:10](=[O:14])[C:11]([OH:13])=[O:12])[CH:8]=[CH:7][CH:6]=[CH:5][CH:4]=1.C(O)(=O)[CH2:16][C:17]([C:19]([OH:21])=[O:20])=[O:18].Cl.